Dataset: Forward reaction prediction with 1.9M reactions from USPTO patents (1976-2016). Task: Predict the product of the given reaction. (1) Given the reactants [Cl:1][C:2]1[C:3]([CH2:16][O:17][C:18]2[CH:27]=[CH:26][C:25]3[CH2:24][CH2:23][C:22]([CH3:29])([CH3:28])[CH2:21][C:20]=3[CH:19]=2)=[CH:4][C:5]([F:15])=[C:6]([CH:14]=1)[C:7]([O:9]C(C)(C)C)=[O:8].FC(F)(F)C(O)=O, predict the reaction product. The product is: [Cl:1][C:2]1[C:3]([CH2:16][O:17][C:18]2[CH:27]=[CH:26][C:25]3[CH2:24][CH2:23][C:22]([CH3:29])([CH3:28])[CH2:21][C:20]=3[CH:19]=2)=[CH:4][C:5]([F:15])=[C:6]([CH:14]=1)[C:7]([OH:9])=[O:8]. (2) The product is: [Br:1][C:2]1[CH:3]=[C:4]2[C:13](=[CH:14][C:15]=1[F:16])[CH:12]1[CH2:17][CH:10]([CH2:11]1)[N:9]1[C:5]2=[N:6][C:7]([C:18]([NH2:22])=[O:20])=[CH:8]1. Given the reactants [Br:1][C:2]1[CH:3]=[C:4]2[C:13](=[CH:14][C:15]=1[F:16])[CH:12]1[CH2:17][CH:10]([CH2:11]1)[N:9]1[C:5]2=[N:6][C:7]([C:18]([OH:20])=O)=[CH:8]1.C[N:22](C(ON1N=NC2C=CC=CC1=2)=[N+](C)C)C.F[P-](F)(F)(F)(F)F.CCN(C(C)C)C(C)C.N.O, predict the reaction product. (3) Given the reactants [CH:1]1([CH2:4][CH2:5][O:6][C:7]2[CH:32]=[CH:31][C:10]([C:11]([NH:13]/[C:14](/[C:25]([NH:27][CH2:28][CH2:29][OH:30])=[O:26])=[CH:15]\[C:16]3[CH:21]=[CH:20][C:19]([CH:22]4[CH2:24][CH2:23]4)=[CH:18][CH:17]=3)=[O:12])=[CH:9][CH:8]=2)C[CH2:2]1.O1C=CNC1=O, predict the reaction product. The product is: [CH:4]1([CH2:5][O:6][C:7]2[CH:32]=[CH:31][C:10]([C:11]([NH:13]/[C:14](/[C:25]([NH:27][CH2:28][CH2:29][OH:30])=[O:26])=[CH:15]\[C:16]3[CH:21]=[CH:20][C:19]([CH:22]4[CH2:24][CH2:23]4)=[CH:18][CH:17]=3)=[O:12])=[CH:9][CH:8]=2)[CH2:2][CH2:1]1. (4) Given the reactants [CH3:1][O:2][C:3]1[CH:8]=[CH:7][C:6]([CH2:9][C:10]#[N:11])=[CH:5][CH:4]=1.[CH:12](OCC)=[O:13], predict the reaction product. The product is: [CH3:1][O:2][C:3]1[CH:8]=[CH:7][C:6]([CH:9]([CH:12]=[O:13])[C:10]#[N:11])=[CH:5][CH:4]=1. (5) The product is: [CH2:1]([N:3]1[C:7]2[CH:8]=[CH:9][C:10]([CH:12]([CH2:28][C:29]([C:31]3[CH:32]=[N:33][CH:34]=[CH:35][CH:36]=3)=[O:30])[C:13]([C:14]3[CH:15]=[C:16]([CH3:20])[CH:17]=[CH:18][CH:19]=3)=[O:21])=[CH:11][C:6]=2[N:5]([CH2:22][CH3:23])[C:4]1=[O:24])[CH3:2]. Given the reactants [CH2:1]([N:3]1[C:7]2[CH:8]=[CH:9][C:10]([CH2:12][C:13](=[O:21])[C:14]3[CH:15]=[C:16]([CH3:20])[CH:17]=[CH:18][CH:19]=3)=[CH:11][C:6]=2[N:5]([CH2:22][CH3:23])[C:4]1=[O:24])[CH3:2].[H-].[Na+].Br[CH2:28][C:29]([C:31]1[CH:32]=[N:33][CH:34]=[CH:35][CH:36]=1)=[O:30], predict the reaction product.